This data is from Catalyst prediction with 721,799 reactions and 888 catalyst types from USPTO. The task is: Predict which catalyst facilitates the given reaction. (1) Reactant: CN(C(ON1N=NC2C=CC=NC1=2)=[N+](C)C)C.F[P-](F)(F)(F)(F)F.CCN(C(C)C)C(C)C.[NH2:34][CH2:35][C:36]1[C:37]([F:53])=[C:38]([O:43][C:44]2[CH:45]=[C:46]([CH:49]=[C:50]([Cl:52])[CH:51]=2)[C:47]#[N:48])[C:39]([Cl:42])=[CH:40][CH:41]=1.C[Si](C)(C)CCOC[N:60]1[C:64]2[CH:65]=[C:66]([C:68](O)=[O:69])[NH:67][C:63]=2[N:62]=[CH:61]1.[C:73]([OH:79])([C:75]([F:78])([F:77])[F:76])=[O:74]. Product: [F:76][C:75]([F:78])([F:77])[C:73]([OH:79])=[O:74].[Cl:42][C:39]1[CH:40]=[CH:41][C:36]([CH2:35][NH:34][C:68]([C:66]2[NH:67][C:63]3[N:62]=[CH:61][NH:60][C:64]=3[CH:65]=2)=[O:69])=[C:37]([F:53])[C:38]=1[O:43][C:44]1[CH:45]=[C:46]([C:47]#[N:48])[CH:49]=[C:50]([Cl:52])[CH:51]=1. The catalyst class is: 85. (2) Reactant: [H-].[Na+].[O:3]1[CH2:8][CH2:7][CH:6]([OH:9])[CH2:5][CH2:4]1.[Cl:10][C:11]1[N:12]=[C:13](Cl)[C:14]2[C:19]([I:20])=[CH:18][N:17]([CH2:21][O:22][CH2:23][CH2:24][Si:25]([CH3:28])([CH3:27])[CH3:26])[C:15]=2[N:16]=1. Product: [Cl:10][C:11]1[N:12]=[C:13]([O:9][CH:6]2[CH2:7][CH2:8][O:3][CH2:4][CH2:5]2)[C:14]2[C:19]([I:20])=[CH:18][N:17]([CH2:21][O:22][CH2:23][CH2:24][Si:25]([CH3:28])([CH3:27])[CH3:26])[C:15]=2[N:16]=1. The catalyst class is: 1. (3) Reactant: P(Cl)(Cl)(Cl)=O.CN([CH:9]=[O:10])C.[CH3:11][S:12]([C:15]1[C:19]([C:20]2[CH:25]=[CH:24][CH:23]=[CH:22][CH:21]=2)=[CH:18][NH:17][C:16]=1[CH3:26])(=[O:14])=[O:13]. Product: [CH3:11][S:12]([C:15]1[C:19]([C:20]2[CH:21]=[CH:22][CH:23]=[CH:24][CH:25]=2)=[C:18]([CH:9]=[O:10])[NH:17][C:16]=1[CH3:26])(=[O:14])=[O:13]. The catalyst class is: 2. (4) Reactant: [CH3:1][O:2][C:3]1[CH:12]=[C:11]2[C:6]([C:7]([S:13][C:14]3[CH:19]=[CH:18][CH:17]=[CH:16][CH:15]=3)=[CH:8][CH:9]=[N:10]2)=[CH:5][CH:4]=1.C1C=C(Cl)C=C(C(OO)=[O:28])C=1.C([O-])(O)=O.[Na+]. The catalyst class is: 2. Product: [CH3:1][O:2][C:3]1[CH:12]=[C:11]2[C:6]([C:7]([S:13]([C:14]3[CH:15]=[CH:16][CH:17]=[CH:18][CH:19]=3)=[O:28])=[CH:8][CH:9]=[N:10]2)=[CH:5][CH:4]=1. (5) Reactant: O1CCOCC1.O.C(=O)([O-])[O-].[Cs+].[Cs+].C1(P(C2CCCCC2)C2C=CC=C[C:22]=2[C:27]2[C:32](OC)=[CH:31][CH:30]=C[C:28]=2[O:35][CH3:36])CCCCC1.Cl[CH2:44][Cl:45]. Product: [Cl:45][C:44]1[CH:30]=[CH:31][C:32]2[CH2:36][O:35][CH2:28][C:27]=2[CH:22]=1. The catalyst class is: 167. (6) Reactant: [CH3:1][C:2]([O-:5])(C)[CH3:3].[K+].[CH2:7]1C[O:10][CH2:9][CH2:8]1.OCCC[N:16]1[C:24]2[C:19](=CC=C[CH:23]=2)[C:18]([CH2:25][C:26]([NH2:28])=[O:27])=[CH:17]1.CO[C:31](=O)[C:32]([C:34]1[CH:35]=[CH:36][CH:37]=[C:38]2[C:42]=1[N:41](C)[CH:40]=[CH:39]2)=O.Cl.[CH3:46]N(C=O)C. Product: [OH:10][CH2:9][CH2:8][CH2:7][C:37]1[C:38]2[C:42](=[C:34]3[C:32]4=[CH:31][N:28]([CH3:46])[C:26](=[O:27])[C:25]4=[C:18]4[C:17]([NH:16][C:24]5[CH:23]=[CH:1][C:2](=[O:5])[CH2:3][C:19]=54)=[C:35]3[CH:36]=1)[N:41]=[CH:40][CH:39]=2. The catalyst class is: 25. (7) Reactant: Cl[C:2]1[C:3](=[O:18])[N:4]([CH2:14][CH2:15][O:16][CH3:17])[C:5](=[O:13])[C:6]=1[C:7]1[CH:12]=[CH:11][CH:10]=[CH:9][CH:8]=1.[NH2:19][C:20]1[CH:31]=[CH:30][C:23]2[O:24][C:25]([C:27](=[O:29])[CH3:28])=[CH:26][C:22]=2[CH:21]=1. Product: [C:27]([C:25]1[O:24][C:23]2[CH:30]=[CH:31][C:20]([NH:19][C:2]3[C:3](=[O:18])[N:4]([CH2:14][CH2:15][O:16][CH3:17])[C:5](=[O:13])[C:6]=3[C:7]3[CH:12]=[CH:11][CH:10]=[CH:9][CH:8]=3)=[CH:21][C:22]=2[CH:26]=1)(=[O:29])[CH3:28]. The catalyst class is: 23.